This data is from Full USPTO retrosynthesis dataset with 1.9M reactions from patents (1976-2016). The task is: Predict the reactants needed to synthesize the given product. (1) Given the product [I:19][C:20]1[N:21]=[CH:22][N:23]([C:2]2[CH:7]=[C:6]([C:8]3[CH:13]=[CH:12][C:11]([C:14]([F:17])([F:16])[F:15])=[CH:10][CH:9]=3)[CH:5]=[C:4]([CH3:18])[N:3]=2)[CH:24]=1, predict the reactants needed to synthesize it. The reactants are: Cl[C:2]1[CH:7]=[C:6]([C:8]2[CH:13]=[CH:12][C:11]([C:14]([F:17])([F:16])[F:15])=[CH:10][CH:9]=2)[CH:5]=[C:4]([CH3:18])[N:3]=1.[I:19][C:20]1[N:21]=[CH:22][NH:23][CH:24]=1. (2) Given the product [C:8]1([C:6]2[CH2:5][CH2:4][NH:3][N:16]=2)[CH:13]=[CH:12][CH:11]=[CH:10][CH:9]=1, predict the reactants needed to synthesize it. The reactants are: Cl.C[N:3](C)[CH2:4][CH2:5][C:6]([C:8]1[CH:13]=[CH:12][CH:11]=[CH:10][CH:9]=1)=O.O.[NH2:16]N.[OH-].[Na+]. (3) The reactants are: [C:1]([O:5][C:6]([NH:8][C@H:9]1[CH2:14][CH2:13][CH2:12][CH2:11][C@H:10]1[NH:15][C:16]1[N:21]=[C:20]([CH3:22])[C:19]([C:23]([O:25][CH3:26])=[O:24])=[C:18](NC2C=C(C)C=CC=2)[N:17]=1)=[O:7])([CH3:4])([CH3:3])[CH3:2].[F:35][C:36]([F:45])([F:44])[C:37]1[CH:38]=[C:39]([CH:41]=[CH:42][CH:43]=1)[NH2:40].[Br:46]N1C(=O)CCC1=O.C(OOC(=O)C1C=CC=CC=1)(=O)C1C=CC=CC=1. Given the product [C:1]([O:5][C:6]([NH:8][C@H:9]1[CH2:14][CH2:13][CH2:12][CH2:11][C@H:10]1[NH:15][C:16]1[N:21]=[C:20]([CH3:22])[C:19]([C:23]([O:25][CH3:26])=[O:24])=[C:18]([NH:40][C:39]2[CH:41]=[CH:42][CH:43]=[C:37]([C:36]([F:44])([F:45])[F:35])[CH:38]=2)[N:17]=1)=[O:7])([CH3:4])([CH3:3])[CH3:2].[Br:46][CH2:22][C:20]1[C:19]([C:23]([O:25][CH3:26])=[O:24])=[C:18]([NH:40][C:39]2[CH:41]=[CH:42][CH:43]=[C:37]([C:36]([F:44])([F:45])[F:35])[CH:38]=2)[N:17]=[C:16]([NH:15][C@@H:10]2[CH2:11][CH2:12][CH2:13][CH2:14][C@@H:9]2[NH:8][C:6]([O:5][C:1]([CH3:4])([CH3:3])[CH3:2])=[O:7])[N:21]=1, predict the reactants needed to synthesize it. (4) The reactants are: [N:1]1([C:6]([O:8][C:9]2[CH:14]=[C:13]([F:15])[CH:12]=[CH:11][C:10]=2/[CH:16]=[C:17]2\[C:18](=[O:24])[N:19]=[C:20](SC)[S:21]\2)=[O:7])[CH2:5][CH2:4][CH2:3][CH2:2]1.N1CC[NH:28][C:27](=[O:31])[CH2:26]1.[CH2:32]([N:34](CC)CC)[CH3:33]. Given the product [N:1]1([C:6]([O:8][C:9]2[CH:14]=[C:13]([F:15])[CH:12]=[CH:11][C:10]=2/[CH:16]=[C:17]2\[C:18](=[O:24])[N:19]=[C:20]([N:34]3[CH2:32][CH2:33][CH2:26][C:27](=[O:31])[NH:28]3)[S:21]\2)=[O:7])[CH2:5][CH2:4][CH2:3][CH2:2]1, predict the reactants needed to synthesize it.